Dataset: Peptide-MHC class II binding affinity with 134,281 pairs from IEDB. Task: Regression. Given a peptide amino acid sequence and an MHC pseudo amino acid sequence, predict their binding affinity value. This is MHC class II binding data. (1) The peptide sequence is VLAVGPAYSAHCIGI. The MHC is DRB1_0301 with pseudo-sequence DRB1_0301. The binding affinity (normalized) is 0. (2) The peptide sequence is IADRLDKSFFTSAAL. The MHC is DRB1_0101 with pseudo-sequence DRB1_0101. The binding affinity (normalized) is 0.554. (3) The peptide sequence is STHEMYYVSGARSNV. The MHC is HLA-DQA10501-DQB10303 with pseudo-sequence HLA-DQA10501-DQB10303. The binding affinity (normalized) is 0.489. (4) The peptide sequence is KAAVAAAASVPAADK. The MHC is HLA-DQA10401-DQB10402 with pseudo-sequence HLA-DQA10401-DQB10402. The binding affinity (normalized) is 0.531. (5) The peptide sequence is LQVPSPSMGRDIKVQFQSGG. The MHC is DRB1_0301 with pseudo-sequence DRB1_0301. The binding affinity (normalized) is 0.446. (6) The peptide sequence is SDFYGLISERFINYC. The MHC is DRB1_0405 with pseudo-sequence DRB1_0405. The binding affinity (normalized) is 0.776. (7) The peptide sequence is AFILGGDNLFPKV. The MHC is HLA-DQA10501-DQB10201 with pseudo-sequence HLA-DQA10501-DQB10201. The binding affinity (normalized) is 0.602. (8) The peptide sequence is TSWFYDNDNPYRTWH. The MHC is DRB1_1101 with pseudo-sequence DRB1_1101. The binding affinity (normalized) is 0. (9) The MHC is DRB1_1501 with pseudo-sequence DRB1_1501. The binding affinity (normalized) is 0.391. The peptide sequence is AGELELQFRRVKSKYPEGTK.